Dataset: Reaction yield outcomes from USPTO patents with 853,638 reactions. Task: Predict the reaction yield, written as a fraction of the theoretical maximum amount of product (1.0 means a 100% yield; for example, 0.34 means a 34% yield). (1) The reactants are [C:1]([O:5][C:6](=[O:29])[CH2:7][C@@H:8]([CH2:17][O:18][S:19]([C:22]1[CH:27]=[CH:26][C:25]([CH3:28])=[CH:24][CH:23]=1)(=[O:21])=[O:20])[CH2:9][C@H:10]([CH3:16])[CH2:11][CH2:12][CH2:13][CH2:14][CH3:15])([CH3:4])([CH3:3])[CH3:2].C(OC(=O)C[C@@H](CO)C[C@@H](C)CCCCC)(C)(C)C. No catalyst specified. The product is [C:1]([O:5][C:6](=[O:29])[CH2:7][C@@H:8]([CH2:17][O:18][S:19]([C:22]1[CH:27]=[CH:26][C:25]([CH3:28])=[CH:24][CH:23]=1)(=[O:21])=[O:20])[CH2:9][C@@H:10]([CH3:16])[CH2:11][CH2:12][CH2:13][CH2:14][CH3:15])([CH3:2])([CH3:3])[CH3:4]. The yield is 0.640. (2) The reactants are [O:1]=[S:2]1(=[O:23])[CH2:7][CH2:6][N:5]([CH2:8][CH2:9][NH:10][S:11]([C:14]2[CH:19]=[CH:18][CH:17]=[CH:16][C:15]=2[N+:20]([O-:22])=[O:21])(=[O:13])=[O:12])[CH2:4][CH2:3]1.C(=O)([O-])[O-].[Cs+].[Cs+].Br[CH2:31][CH2:32][CH2:33][O:34][CH3:35].C(OCC)(=O)C. The catalyst is CN(C=O)C.O. The product is [O:23]=[S:2]1(=[O:1])[CH2:7][CH2:6][N:5]([CH2:8][CH2:9][N:10]([CH2:31][CH2:32][CH2:33][O:34][CH3:35])[S:11]([C:14]2[CH:19]=[CH:18][CH:17]=[CH:16][C:15]=2[N+:20]([O-:22])=[O:21])(=[O:12])=[O:13])[CH2:4][CH2:3]1. The yield is 1.09. (3) The reactants are [CH3:1][O:2][C:3]1[CH:4]=[C:5]([N:12]2[CH2:17][CH2:16][CH:15]([N:18]3[CH2:23][CH2:22][P:21](=[O:25])([CH3:24])[CH2:20][CH2:19]3)[CH2:14][CH2:13]2)[CH:6]=[CH:7][C:8]=1[N+:9]([O-])=O. The catalyst is [Pd].C(O)C. The product is [CH3:1][O:2][C:3]1[CH:4]=[C:5]([N:12]2[CH2:17][CH2:16][CH:15]([N:18]3[CH2:19][CH2:20][P:21]([CH3:24])(=[O:25])[CH2:22][CH2:23]3)[CH2:14][CH2:13]2)[CH:6]=[CH:7][C:8]=1[NH2:9]. The yield is 0.980. (4) The reactants are O.O.O.O.O.S(O)(O)(=O)=O.[CH:11]1[C:27]2[CH2:26][C@H:25]3[N:28]([CH2:30][CH2:31][C@@:17]45[C@H:24]3[CH:23]=[CH:22][C@H:20]([OH:21])[C@@H:18]4[O:19][C:15]([C:16]=25)=[C:13]([OH:14])[CH:12]=1)[CH3:29].C1C=CC(N[S:39]([C:42]([F:45])([F:44])[F:43])(=[O:41])=[O:40])=CC=1.C(N(CC)CC)C. The catalyst is C(Cl)Cl. The product is [F:43][C:42]([F:45])([F:44])[S:39]([C:13]1([OH:14])[C:15]2[O:19][C@@H:18]3[C@@:17]45[CH2:31][CH2:30][N:28]([CH3:29])[C@@H:25]([C@@H:24]4[CH:23]=[CH:22][C@@H:20]3[OH:21])[CH2:26][C:27]([C:16]5=2)=[CH:11][CH2:12]1)(=[O:41])=[O:40]. The yield is 0.620. (5) The reactants are [CH3:1][C:2]1[O:3][C:4]2[CH:10]=[CH:9][C:8]([OH:11])=[CH:7][C:5]=2[N:6]=1.C([Mg]Cl)(C)C.[CH:17]([N:30]1[C:38]2[C:33](=[CH:34][CH:35]=[CH:36][CH:37]=2)[C:32](=[O:39])[C:31]1=[O:40])([C:24]1[CH:29]=[CH:28][CH:27]=[CH:26][CH:25]=1)[C:18]1[CH:23]=[CH:22][CH:21]=[CH:20][CH:19]=1.ClCCl. The catalyst is O1CCCC1.[Cl-].[NH4+].C(OCC)(=O)C. The product is [C:24]1([CH:17]([C:18]2[CH:23]=[CH:22][CH:21]=[CH:20][CH:19]=2)[N:30]2[C:38]3[C:33](=[CH:34][CH:35]=[CH:36][CH:37]=3)[C:32]([OH:39])([C:9]3[C:8]([OH:11])=[CH:7][C:5]4[N:6]=[C:2]([CH3:1])[O:3][C:4]=4[CH:10]=3)[C:31]2=[O:40])[CH:25]=[CH:26][CH:27]=[CH:28][CH:29]=1. The yield is 0.100. (6) The reactants are Br[C:2]1[N:7]=[C:6]([C:8]2[C:16]3[C:11](=[N:12][CH:13]=[CH:14][CH:15]=3)[NH:10][N:9]=2)[CH:5]=[CH:4][CH:3]=1.C(=O)([O-])[O-].[K+].[K+].[CH3:23][C:24]([NH2:28])([CH3:27])[CH2:25][NH2:26]. The catalyst is CN(C=O)C. The product is [NH:10]1[C:11]2=[N:12][CH:13]=[CH:14][CH:15]=[C:16]2[C:8]([C:6]2[N:7]=[C:2]([NH:26][CH2:25][C:24]([CH3:27])([NH2:28])[CH3:23])[CH:3]=[CH:4][CH:5]=2)=[N:9]1. The yield is 0.360.